Dataset: Full USPTO retrosynthesis dataset with 1.9M reactions from patents (1976-2016). Task: Predict the reactants needed to synthesize the given product. (1) Given the product [Cl:9][C:10]1[CH:15]=[CH:14][CH:13]=[C:12]([F:16])[C:11]=1[C:17]1[O:18][C:19]2[CH:25]=[CH:24][C:23]([CH:26]([CH3:1])[C:27]([O:29][CH3:30])=[O:28])=[CH:22][C:20]=2[N:21]=1, predict the reactants needed to synthesize it. The reactants are: [CH:1]([N-]C(C)C)(C)C.[Li+].[Cl:9][C:10]1[CH:15]=[CH:14][CH:13]=[C:12]([F:16])[C:11]=1[C:17]1[O:18][C:19]2[CH:25]=[CH:24][C:23]([CH2:26][C:27]([O:29][CH3:30])=[O:28])=[CH:22][C:20]=2[N:21]=1.CI.Cl. (2) Given the product [ClH:32].[OH:1][C:2]1[CH:7]=[CH:6][CH:5]=[CH:4][C:3]=1[C:8]1[N:17]=[C:16]([N:18]2[CH2:22][CH2:21][C@@H:20]([NH:23][C:24](=[O:30])[O:25][CH2:26][CH:27]([CH3:29])[CH3:28])[CH2:19]2)[C:15]2[C:10](=[CH:11][C:12]([CH3:31])=[CH:13][CH:14]=2)[N:9]=1, predict the reactants needed to synthesize it. The reactants are: [OH:1][C:2]1[CH:7]=[CH:6][CH:5]=[CH:4][C:3]=1[C:8]1[N:17]=[C:16]([N:18]2[CH2:22][CH2:21][C@@H:20]([NH:23][C:24](=[O:30])[O:25][CH2:26][CH:27]([CH3:29])[CH3:28])[CH2:19]2)[C:15]2[C:10](=[CH:11][C:12]([CH3:31])=[CH:13][CH:14]=2)[N:9]=1.[ClH:32]. (3) The reactants are: [Cl:1][C:2]1[CH:3]=[C:4]2[C:8](=[CH:9][CH:10]=1)[NH:7][C:6]([C:11]1[CH:16]=[CH:15][C:14]([Cl:17])=[CH:13][C:12]=1[Cl:18])=[CH:5]2.[C:19](Cl)(=O)[CH3:20].[Sn](Cl)(Cl)(Cl)Cl.Cl.C(=O)(O)O.[NH2:33][NH:34][C:35]([NH2:37])=[NH:36]. Given the product [Cl:1][C:2]1[CH:3]=[C:4]2[C:8](=[CH:9][CH:10]=1)[NH:7][C:6]([C:11]1[CH:16]=[CH:15][C:14]([Cl:17])=[CH:13][C:12]=1[Cl:18])=[C:5]2[CH2:20][CH:19]=[N:33][NH:34][C:35](=[NH:36])[NH2:37], predict the reactants needed to synthesize it. (4) Given the product [Br:1][C:2]1[CH:3]=[CH:4][C:5]2[C:6]3[N:14]=[C:13]([N:20]4[CH2:25][CH2:24][NH:23][CH2:22][CH2:21]4)[N:12]=[C:11]([O:16][CH2:17][CH2:18][OH:19])[C:7]=3[NH:8][C:9]=2[CH:10]=1, predict the reactants needed to synthesize it. The reactants are: [Br:1][C:2]1[CH:3]=[CH:4][C:5]2[C:6]3[N:14]=[C:13](Cl)[N:12]=[C:11]([O:16][CH2:17][CH2:18][OH:19])[C:7]=3[NH:8][C:9]=2[CH:10]=1.[NH:20]1[CH2:25][CH2:24][NH:23][CH2:22][CH2:21]1.